Dataset: Full USPTO retrosynthesis dataset with 1.9M reactions from patents (1976-2016). Task: Predict the reactants needed to synthesize the given product. (1) Given the product [CH:1]([C:4]1[CH:5]=[CH:6][C:7]([CH:10]([C:11]2[CH:21]=[C:4]([CH3:5])[CH:1]=[CH:2][C:12]=2[OH:13])[C:7]([CH3:8])=[CH2:6])=[CH:8][CH:9]=1)([CH3:2])[CH3:3], predict the reactants needed to synthesize it. The reactants are: [CH:1]([C:4]1[CH:9]=[CH:8][C:7]([CH:10]=[C:11]([CH3:21])[CH2:12][O:13]C2C=CC(C)=CC=2)=[CH:6][CH:5]=1)([CH3:3])[CH3:2]. (2) Given the product [NH2:20][C:21]1[C:26]([C:27]#[N:28])=[C:25]([NH:12][C@H:10]([C:8]2[N:7]([C:13]3[CH:14]=[N:15][N:16]([CH3:18])[CH:17]=3)[C:6]3[CH:19]=[C:2]([F:1])[CH:3]=[CH:4][C:5]=3[N:9]=2)[CH3:11])[N:24]=[CH:23][N:22]=1, predict the reactants needed to synthesize it. The reactants are: [F:1][C:2]1[CH:3]=[CH:4][C:5]2[N:9]=[C:8]([C@@H:10]([NH2:12])[CH3:11])[N:7]([C:13]3[CH:14]=[N:15][N:16]([CH3:18])[CH:17]=3)[C:6]=2[CH:19]=1.[NH2:20][C:21]1[C:26]([C:27]#[N:28])=[C:25](Cl)[N:24]=[CH:23][N:22]=1.CCN(C(C)C)C(C)C. (3) Given the product [CH3:1][O:2][C:3]1[CH:10]=[CH:9][C:6]([CH:7]=[C:19]([N+:16]([O-:18])=[O:17])[CH3:20])=[CH:5][CH:4]=1, predict the reactants needed to synthesize it. The reactants are: [CH3:1][O:2][C:3]1[CH:10]=[CH:9][C:6]([CH:7]=O)=[CH:5][CH:4]=1.C([O-])(=O)C.[NH4+].[N+:16]([CH2:19][CH3:20])([O-:18])=[O:17]. (4) Given the product [CH:6]([C:5]1[CH:8]=[CH:9][C:2]([O:1][C:12]2[CH:19]=[CH:18][C:15]([C:16]#[N:17])=[CH:14][N:13]=2)=[C:3]([CH3:10])[CH:4]=1)=[O:7], predict the reactants needed to synthesize it. The reactants are: [OH:1][C:2]1[CH:9]=[CH:8][C:5]([CH:6]=[O:7])=[CH:4][C:3]=1[CH3:10].Cl[C:12]1[CH:19]=[CH:18][C:15]([C:16]#[N:17])=[CH:14][N:13]=1.C(=O)([O-])[O-].[K+].[K+].O. (5) Given the product [C:33]([O:1][CH:2]([C:7]1[N:12]([CH3:13])[C:11](=[O:14])[C:10]2[NH:15][CH:16]=[CH:17][C:9]=2[C:8]=1[C:18]1[C:19]([CH3:28])=[C:20]2[C:25](=[CH:26][CH:27]=1)[O:24][CH2:23][CH2:22][CH2:21]2)[C:3]([O:5][CH3:6])=[O:4])([CH3:36])([CH3:35])[CH3:34], predict the reactants needed to synthesize it. The reactants are: [OH:1][CH:2]([C:7]1[N:12]([CH3:13])[C:11](=[O:14])[C:10]2[NH:15][CH:16]=[CH:17][C:9]=2[C:8]=1[C:18]1[C:19]([CH3:28])=[C:20]2[C:25](=[CH:26][CH:27]=1)[O:24][CH2:23][CH2:22][CH2:21]2)[C:3]([O:5][CH3:6])=[O:4].C(O[C:33]([CH3:36])([CH3:35])[CH3:34])(=O)C.Cl(O)(=O)(=O)=O. (6) Given the product [CH3:25][C:4]1[CH:5]=[C:6]([NH:8][C:9]([CH2:11][C:12]2[CH:17]=[CH:16][C:15]([O:18][C:19]([CH3:20])([CH3:21])[C:22]([NH:31][CH:30]([CH3:32])[C:29]([OH:28])=[O:33])=[O:23])=[CH:14][CH:13]=2)=[O:10])[CH:7]=[C:2]([CH3:1])[CH:3]=1, predict the reactants needed to synthesize it. The reactants are: [CH3:1][C:2]1[CH:3]=[C:4]([CH3:25])[CH:5]=[C:6]([NH:8][C:9]([CH2:11][C:12]2[CH:13]=[CH:14][C:15]([O:18][C:19]([C:22](O)=[O:23])([CH3:21])[CH3:20])=[CH:16][CH:17]=2)=[O:10])[CH:7]=1.Cl.C[O:28][C:29](=[O:33])[C@H:30]([CH3:32])[NH2:31].O.ON1C2C=CC=CC=2N=N1.CN1CCOCC1.Cl.CN(C)CCCN=C=NCC.CC1C=C(C=C(C)C=1)NC(CC1C=CC(OC(C)(CC)C(O)=O)=CC=1)=O.